This data is from CYP1A2 inhibition data for predicting drug metabolism from PubChem BioAssay. The task is: Regression/Classification. Given a drug SMILES string, predict its absorption, distribution, metabolism, or excretion properties. Task type varies by dataset: regression for continuous measurements (e.g., permeability, clearance, half-life) or binary classification for categorical outcomes (e.g., BBB penetration, CYP inhibition). Dataset: cyp1a2_veith. (1) The molecule is N=C(N)c1ccc(OCCCCCOc2ccc(C(=N)N)cc2)cc1.O=S(=O)(O)CCO.O=S(=O)(O)CCO. The result is 0 (non-inhibitor). (2) The compound is O=C(O/N=C\c1ccc(N2CCCCC2)c([N+](=O)[O-])c1)c1cccc(Cl)c1. The result is 1 (inhibitor).